From a dataset of Forward reaction prediction with 1.9M reactions from USPTO patents (1976-2016). Predict the product of the given reaction. (1) Given the reactants [NH2:1][C:2]1[N:10]=[C:9]([O:11][CH2:12][CH2:13][CH2:14][CH3:15])[N:8]=[C:7]2[C:3]=1[N:4]=[C:5]([O:28]C)[N:6]2[CH2:16][CH2:17][CH2:18][O:19][C:20]1[CH:27]=[CH:26][C:23]([CH:24]=O)=[CH:22][CH:21]=1.[CH3:30][NH:31][CH3:32].[BH4-].C(O)(=O)C.C(O)(=O)C.C(O)(=O)C.[Na+].C(=O)([O-])O.[Na+], predict the reaction product. The product is: [NH2:1][C:2]1[N:10]=[C:9]([O:11][CH2:12][CH2:13][CH2:14][CH3:15])[N:8]=[C:7]2[C:3]=1[NH:4][C:5](=[O:28])[N:6]2[CH2:16][CH2:17][CH2:18][O:19][C:20]1[CH:27]=[CH:26][C:23]([CH2:24][N:31]([CH3:32])[CH3:30])=[CH:22][CH:21]=1. (2) Given the reactants [OH:1][CH2:2][CH2:3][O:4][C@H:5]1[CH2:10][CH2:9][C@H:8]([N:11]2[C:16](=[O:17])[C:15]([CH2:18][C:19]3[CH:24]=[CH:23][C:22]([C:25]4[C:26]([C:31]#[N:32])=[CH:27][CH:28]=[CH:29][CH:30]=4)=[CH:21][CH:20]=3)=[C:14]([CH2:33][CH2:34][CH3:35])[N:13]3[N:36]=[CH:37][N:38]=[C:12]23)[CH2:7][CH2:6]1.C(N(CC)CC)C.Cl, predict the reaction product. The product is: [O:17]=[C:16]1[C:15]([CH2:18][C:19]2[CH:24]=[CH:23][C:22]([C:25]3[C:26]([C:31]#[N:32])=[CH:27][CH:28]=[CH:29][CH:30]=3)=[CH:21][CH:20]=2)=[C:14]([CH2:33][CH2:34][CH3:35])[N:13]2[N:36]=[CH:37][N:38]=[C:12]2[N:11]1[C@H:8]1[CH2:7][CH2:6][C@H:5]([O:4][CH2:3][CH:2]=[O:1])[CH2:10][CH2:9]1. (3) The product is: [C:1]([NH:4][C:5]([CH:26]1[CH2:29][C:28](=[O:30])[CH2:27]1)([CH2:13][CH2:14][CH2:15][CH2:16][B:17]1[O:21][C:20]([CH3:22])([CH3:23])[C:19]([CH3:25])([CH3:24])[O:18]1)[C:6]([NH:8][C:9]([CH3:12])([CH3:11])[CH3:10])=[O:7])(=[O:3])[CH3:2]. Given the reactants [C:1]([NH:4][C:5]([CH:26]1[CH2:29][C:28](OC)([O:30]C)[CH2:27]1)([CH2:13][CH2:14][CH2:15][CH2:16][B:17]1[O:21][C:20]([CH3:23])([CH3:22])[C:19]([CH3:25])([CH3:24])[O:18]1)[C:6]([NH:8][C:9]([CH3:12])([CH3:11])[CH3:10])=[O:7])(=[O:3])[CH3:2].C1(C)C=CC(S(O)(=O)=O)=CC=1, predict the reaction product. (4) Given the reactants Cl[C:2]1[C:12]([C:13]#[N:14])=[CH:11][C:5]([C:6]([O:8][CH2:9][CH3:10])=[O:7])=[C:4]([CH2:15][CH2:16][C:17]([O:19][CH2:20][CH3:21])=[O:18])[N:3]=1.[CH2:22]([S:29]([NH:32][C:33]([CH:35]1[CH2:40][CH2:39][NH:38][CH2:37][CH2:36]1)=[O:34])(=[O:31])=[O:30])[C:23]1[CH:28]=[CH:27][CH:26]=[CH:25][CH:24]=1, predict the reaction product. The product is: [CH2:22]([S:29]([NH:32][C:33]([CH:35]1[CH2:40][CH2:39][N:38]([C:2]2[C:12]([C:13]#[N:14])=[CH:11][C:5]([C:6]([O:8][CH2:9][CH3:10])=[O:7])=[C:4]([CH2:15][CH2:16][C:17]([O:19][CH2:20][CH3:21])=[O:18])[N:3]=2)[CH2:37][CH2:36]1)=[O:34])(=[O:30])=[O:31])[C:23]1[CH:24]=[CH:25][CH:26]=[CH:27][CH:28]=1.